The task is: Predict the product of the given reaction.. This data is from Forward reaction prediction with 1.9M reactions from USPTO patents (1976-2016). (1) The product is: [F:30][C:28]1[C:27]([F:31])=[CH:26][C:25]2[NH:32][C:20](=[O:21])[CH2:19][N:18]([C:16]([O:15][CH2:8][C:9]3[CH:14]=[CH:13][CH:12]=[CH:11][CH:10]=3)=[O:17])[CH2:23][C:24]=2[CH:29]=1. Given the reactants FC(F)(F)C([O-])=O.[CH2:8]([O:15][C:16]([N:18]([CH2:23][C:24]1[CH:29]=[C:28]([F:30])[C:27]([F:31])=[CH:26][C:25]=1[NH3+:32])[CH2:19][C:20](O)=[O:21])=[O:17])[C:9]1[CH:14]=[CH:13][CH:12]=[CH:11][CH:10]=1.C(Cl)CCl.C1C=CC2N(O)N=NC=2C=1.CCN(C(C)C)C(C)C, predict the reaction product. (2) Given the reactants [Br:1][C:2]1[CH:7]=[C:6]([Cl:8])[N:5]=[N:4][C:3]=1[NH2:9].Cl[CH2:11][CH:12](OCC)OCC.CC1C=CC(S(O)(=O)=O)=CC=1, predict the reaction product. The product is: [Br:1][C:2]1[C:3]2[N:4]([CH:11]=[CH:12][N:9]=2)[N:5]=[C:6]([Cl:8])[CH:7]=1. (3) Given the reactants [OH:1][C@H:2]1[C@H:7]([OH:8])[C@@H:6]([OH:9])[CH:5]([OH:10])[O:4][C@@H:3]1[C:11]([O:13][CH2:14][C:15]1[CH:20]=[CH:19][CH:18]=[CH:17][CH:16]=1)=[O:12].[O:21]=[S:22]1(=[O:69])[CH2:27][CH2:26][N:25]([CH2:28][CH2:29][NH:30][C@:31]23[CH2:65][CH2:64][C@@H:63]([C:66]([CH3:68])=[CH2:67])[C@@H:32]2[C@@H:33]2[C@@:46]([CH3:49])([CH2:47][CH2:48]3)[C@@:45]3([CH3:50])[C@@H:36]([C@:37]4([CH3:62])[C@@H:42]([CH2:43][CH2:44]3)[C:41]([CH3:52])([CH3:51])[C:40]([C:53]3[CH:61]=[CH:60][C:56]([C:57](O)=[O:58])=[CH:55][CH:54]=3)=[CH:39][CH2:38]4)[CH2:35][CH2:34]2)[CH2:24][CH2:23]1.CN(C(ON1N=NC2C=CC=NC1=2)=[N+](C)C)C.F[P-](F)(F)(F)(F)F.CN1CCOCC1, predict the reaction product. The product is: [O:69]=[S:22]1(=[O:21])[CH2:27][CH2:26][N:25]([CH2:28][CH2:29][NH:30][C@:31]23[CH2:65][CH2:64][C@@H:63]([C:66]([CH3:68])=[CH2:67])[C@@H:32]2[C@@H:33]2[C@@:46]([CH3:49])([CH2:47][CH2:48]3)[C@@:45]3([CH3:50])[C@@H:36]([C@:37]4([CH3:62])[C@@H:42]([CH2:43][CH2:44]3)[C:41]([CH3:52])([CH3:51])[C:40]([C:53]3[CH:54]=[CH:55][C:56]([C:57]([O:10][C@H:5]5[O:4][C@H:3]([C:11]([O:13][CH2:14][C:15]6[CH:20]=[CH:19][CH:18]=[CH:17][CH:16]=6)=[O:12])[C@@H:2]([OH:1])[C@H:7]([OH:8])[C@H:6]5[OH:9])=[O:58])=[CH:60][CH:61]=3)=[CH:39][CH2:38]4)[CH2:35][CH2:34]2)[CH2:24][CH2:23]1. (4) Given the reactants [H-].[Al+3].[Li+].[H-].[H-].[H-].C1COCC1.[CH3:12][O:13][C:14]1[C:15]([C:19](OC)=[O:20])=[CH:16][S:17][CH:18]=1.[OH-].[Na+], predict the reaction product. The product is: [OH:20][CH2:19][C:15]1[C:14]([O:13][CH3:12])=[CH:18][S:17][CH:16]=1.